This data is from Retrosynthesis with 50K atom-mapped reactions and 10 reaction types from USPTO. The task is: Predict the reactants needed to synthesize the given product. (1) Given the product C[C@H](NCCc1ccc(OCC(=O)O)c(Br)c1)[C@H](O)c1ccc(O)cc1, predict the reactants needed to synthesize it. The reactants are: CCOC(=O)COc1ccc(CCN[C@@H](C)[C@H](O)c2ccc(O)cc2)cc1Br. (2) Given the product COCCOc1ccc(CCCNS(=O)(=O)c2ccccc2Cl)c(Oc2ncc(C(F)(F)F)cc2Cl)c1, predict the reactants needed to synthesize it. The reactants are: COCCOc1ccc(CCCN)c(Oc2ncc(C(F)(F)F)cc2Cl)c1.O=S(=O)(Cl)c1ccccc1Cl. (3) Given the product Nc1nc(C(=NOC2CCCCC2)C(=O)O)cs1, predict the reactants needed to synthesize it. The reactants are: CCOC(=O)C(=NOC1CCCCC1)c1csc(N)n1. (4) Given the product O=Cc1cc(F)ccc1OCc1ccc(F)cc1, predict the reactants needed to synthesize it. The reactants are: Fc1ccc(CBr)cc1.O=Cc1cc(F)ccc1O. (5) Given the product Cc1ncc(-c2cccc(Nc3nccc4c(-c5ccsc5)cccc34)c2)n1C, predict the reactants needed to synthesize it. The reactants are: Cc1ncc(-c2cccc(N)c2)n1C.Clc1nccc2c(-c3ccsc3)cccc12.